Dataset: Full USPTO retrosynthesis dataset with 1.9M reactions from patents (1976-2016). Task: Predict the reactants needed to synthesize the given product. (1) Given the product [O:1]=[C:2]1[C:11]2[C:6](=[CH:7][CH:8]=[CH:9][CH:10]=2)[C:5]2[CH2:12][C:13]3[C:14]([C:25]([OH:26])=[O:23])=[CH:15][CH:16]=[CH:17][C:18]=3[C:4]=2[NH:3]1, predict the reactants needed to synthesize it. The reactants are: [O:1]=[C:2]1[C:11]2[C:6](=[CH:7][CH:8]=[CH:9][CH:10]=2)[C:5]2[CH2:12][C:13]3[CH:14]=[C:15](C(OC)=O)[CH:16]=[CH:17][C:18]=3[C:4]=2[NH:3]1.[OH2:23].Cl.[CH3:25][OH:26]. (2) Given the product [C:1]([O:5][C:6]([NH:8][C@H:9]([C:13]1[CH:18]=[CH:17][C:16]([O:19][Si:25]([C:28]([CH3:31])([CH3:30])[CH3:29])([CH3:27])[CH3:26])=[CH:15][CH:14]=1)[C:10]([OH:12])=[O:11])=[O:7])([CH3:4])([CH3:2])[CH3:3], predict the reactants needed to synthesize it. The reactants are: [C:1]([O:5][C:6]([NH:8][C@H:9]([C:13]1[CH:18]=[CH:17][C:16]([OH:19])=[CH:15][CH:14]=1)[C:10]([OH:12])=[O:11])=[O:7])([CH3:4])([CH3:3])[CH3:2].N1C=CN=C1.[Si:25](Cl)([C:28]([CH3:31])([CH3:30])[CH3:29])([CH3:27])[CH3:26]. (3) Given the product [Cl:19][C:3]1[CH:8]=[CH:7][C:6]([C:9]2[N:11]=[C:13]([Cl:12])[S:16][N:10]=2)=[CH:5][CH:4]=1, predict the reactants needed to synthesize it. The reactants are: I.F[C:3]1[CH:8]=[CH:7][C:6]([C:9](=[NH:11])[NH2:10])=[CH:5][CH:4]=1.[Cl:12][C:13]([SH:16])(Cl)Cl.[OH-].[Na+].[Cl:19]CCl. (4) Given the product [Cl:1][C:2]1[C:3]([CH3:28])=[CH:4][C:5]2[N:11]=[C:10]([C:12]3[CH:17]=[CH:16][CH:15]=[C:14]([C:18]4[CH:23]=[CH:22][N:21]=[C:20]([CH2:24][N:38]([CH2:34][CH:35]([CH3:37])[CH3:36])[CH3:39])[CH:19]=4)[CH:13]=3)[CH2:9][C:8](=[O:26])[NH:7][C:6]=2[CH:27]=1, predict the reactants needed to synthesize it. The reactants are: [Cl:1][C:2]1[C:3]([CH3:28])=[CH:4][C:5]2[N:11]=[C:10]([C:12]3[CH:17]=[CH:16][CH:15]=[C:14]([C:18]4[CH:23]=[CH:22][N:21]=[C:20]([CH2:24]O)[CH:19]=4)[CH:13]=3)[CH2:9][C:8](=[O:26])[NH:7][C:6]=2[CH:27]=1.S(Cl)(Cl)=O.[Cl-].[CH2:34]([NH:38][CH3:39])[CH:35]([CH3:37])[CH3:36]. (5) Given the product [F:1][C:2]1[CH:7]=[C:6]([F:8])[CH:5]=[CH:4][C:3]=1[C:9]([OH:32])([CH2:26][N:27]1[CH:31]=[N:30][CH:29]=[N:28]1)[CH2:10][N:11]1[CH:15]=[C:14]([CH2:16][O:17][C:18]2[CH:19]=[CH:20][C:21](/[CH:22]=[CH:42]/[C:41]([C:38]3[CH:39]=[CH:40][C:35]([O:34][CH3:33])=[CH:36][CH:37]=3)=[O:43])=[CH:24][CH:25]=2)[N:13]=[N:12]1, predict the reactants needed to synthesize it. The reactants are: [F:1][C:2]1[CH:7]=[C:6]([F:8])[CH:5]=[CH:4][C:3]=1[C:9]([OH:32])([CH2:26][N:27]1[CH:31]=[N:30][CH:29]=[N:28]1)[CH2:10][N:11]1[CH:15]=[C:14]([CH2:16][O:17][C:18]2[CH:25]=[CH:24][C:21]([CH:22]=O)=[CH:20][CH:19]=2)[N:13]=[N:12]1.[CH3:33][O:34][C:35]1[CH:40]=[CH:39][C:38]([C:41](=[O:43])[CH3:42])=[CH:37][CH:36]=1.[OH-].[Na+]. (6) Given the product [Cl:7][C:8]([O:6][C@H:3]1[CH2:4][CH2:5][O:1][CH2:2]1)=[O:10], predict the reactants needed to synthesize it. The reactants are: [O:1]1[CH2:5][CH2:4][C@H:3]([OH:6])[CH2:2]1.[Cl:7][C:8](Cl)([O:10]C(=O)OC(Cl)(Cl)Cl)Cl.N1C=CC=CC=1. (7) Given the product [Br:33][C:3]1[N:4]2[CH:9]=[C:8]([CH2:10][C:11]3[N:15]4[N:16]=[C:17]([C:20]5[CH:21]=[N:22][N:23]([CH3:25])[CH:24]=5)[CH:18]=[CH:19][C:14]4=[N:13][CH:12]=3)[CH:7]=[CH:6][C:5]2=[N:1][CH:2]=1, predict the reactants needed to synthesize it. The reactants are: [N:1]1[CH:2]=[CH:3][N:4]2[CH:9]=[C:8]([CH2:10][C:11]3[N:15]4[N:16]=[C:17]([C:20]5[CH:21]=[N:22][N:23]([CH3:25])[CH:24]=5)[CH:18]=[CH:19][C:14]4=[N:13][CH:12]=3)[CH:7]=[CH:6][C:5]=12.C1C(=O)N([Br:33])C(=O)C1. (8) Given the product [CH3:37][C:38]([CH3:43])([CH3:42])[C:39]([O:20][C:15]1[CH:16]=[CH:17][C:18]2[C:19]3[C:2]([CH3:1])([C:22]4[CH:27]=[CH:26][C:25]([O:28][CH2:29][CH2:30][N:31]5[CH2:36][CH2:35][CH2:34][CH2:33][CH2:32]5)=[CH:24][CH:23]=4)[O:3][C:4]4[CH:5]=[C:6]([O:21][C:44](=[O:47])[C:2]([CH3:22])([CH3:19])[CH3:1])[CH:7]=[CH:8][C:9]=4[C:10]=3[CH2:11][O:12][C:13]=2[CH:14]=1)=[O:40], predict the reactants needed to synthesize it. The reactants are: [CH3:1][C:2]1([C:22]2[CH:27]=[CH:26][C:25]([O:28][CH2:29][CH2:30][N:31]3[CH2:36][CH2:35][CH2:34][CH2:33][CH2:32]3)=[CH:24][CH:23]=2)[C:19]2[C:18]3[CH:17]=[CH:16][C:15]([OH:20])=[CH:14][C:13]=3[O:12][CH2:11][C:10]=2[C:9]2[CH:8]=[CH:7][C:6]([OH:21])=[CH:5][C:4]=2[O:3]1.[CH3:37][C:38]([CH3:43])([CH3:42])[C:39](Cl)=[O:40].[C:44]([O-:47])(O)=O.[Na+]. (9) Given the product [F:1][C:2]1[CH:3]=[CH:4][C:5]([C:8]2[N:9]=[C:10]3[C:15]([O:16][CH:17]([CH3:18])[CH3:19])=[N:14][CH:13]=[CH:12][N:11]3[C:20]=2[C:22]2[CH:27]=[CH:26][N:25]=[C:24]([S:28][CH3:29])[N:23]=2)=[CH:6][CH:7]=1, predict the reactants needed to synthesize it. The reactants are: [F:1][C:2]1[CH:7]=[CH:6][C:5]([C:8]2[N:9]=[C:10]3[C:15]([O:16][CH:17]([CH3:19])[CH3:18])=[N:14][CH:13]=[CH:12][N:11]3[CH:20]=2)=[CH:4][CH:3]=1.I[C:22]1[CH:27]=[CH:26][N:25]=[C:24]([S:28][CH3:29])[N:23]=1.C([O-])([O-])=O.[Cs+].[Cs+].C1C=CC(P(C2C=CC=CC=2)C2C=CC=CC=2)=CC=1. (10) Given the product [C:7]([O:6][C:5]([N:4]([CH3:12])[CH2:3][CH2:2][NH:1][C:14]([C@:16]12[CH2:51][CH2:50][C@@H:49]([C:52]([CH3:54])=[CH2:53])[C@@H:17]1[C@@H:18]1[C@@:31]([CH3:34])([CH2:32][CH2:33]2)[C@@:30]2([CH3:35])[C@@H:21]([C@:22]3([CH3:48])[C@@H:27]([CH2:28][CH2:29]2)[C:26]([CH3:37])([CH3:36])[C:25]([C:38]2[CH:39]=[CH:40][C:41]([C:42]([O:44][CH3:45])=[O:43])=[CH:46][CH:47]=2)=[CH:24][CH2:23]3)[CH2:20][CH2:19]1)=[O:15])=[O:11])([CH3:8])([CH3:9])[CH3:10], predict the reactants needed to synthesize it. The reactants are: [NH2:1][CH2:2][CH2:3][N:4]([CH3:12])[C:5](=[O:11])[O:6][C:7]([CH3:10])([CH3:9])[CH3:8].Cl[C:14]([C@:16]12[CH2:51][CH2:50][C@@H:49]([C:52]([CH3:54])=[CH2:53])[C@@H:17]1[C@@H:18]1[C@@:31]([CH3:34])([CH2:32][CH2:33]2)[C@@:30]2([CH3:35])[C@@H:21]([C@:22]3([CH3:48])[C@@H:27]([CH2:28][CH2:29]2)[C:26]([CH3:37])([CH3:36])[C:25]([C:38]2[CH:47]=[CH:46][C:41]([C:42]([O:44][CH3:45])=[O:43])=[CH:40][CH:39]=2)=[CH:24][CH2:23]3)[CH2:20][CH2:19]1)=[O:15].